Dataset: Full USPTO retrosynthesis dataset with 1.9M reactions from patents (1976-2016). Task: Predict the reactants needed to synthesize the given product. (1) Given the product [Cl:16][C:5]1[C:4]([N+:1]([O-:3])=[O:2])=[CH:9][N:8]=[C:7]2[CH2:10][CH2:11][CH2:12][C:6]=12, predict the reactants needed to synthesize it. The reactants are: [N+:1]([C:4]1[C:5](O)=[C:6]2[CH2:12][CH2:11][CH2:10][C:7]2=[N:8][CH:9]=1)([O-:3])=[O:2].P(Cl)(Cl)([Cl:16])=O. (2) Given the product [Cl:9][C:10]1[CH:11]=[CH:12][CH:13]=[C:14]2[C:18]=1[CH:17]([NH:4][CH:1]1[CH2:3][CH2:2]1)[CH2:16][CH2:15]2, predict the reactants needed to synthesize it. The reactants are: [CH:1]1([NH2:4])[CH2:3][CH2:2]1.C(O)(=O)C.[Cl:9][C:10]1[CH:11]=[CH:12][CH:13]=[C:14]2[C:18]=1[C:17](=O)[CH2:16][CH2:15]2.C([BH3-])#N.[Na+]. (3) Given the product [CH3:21][S:20][C:17]1[S:16][C:15]([C:7]2[CH:6]=[C:5]3[C:10](=[CH:9][CH:8]=2)[CH:1]=[N:2][CH:3]=[CH:4]3)=[N:19][N:18]=1, predict the reactants needed to synthesize it. The reactants are: [CH:1]1[C:10]2[C:5](=[CH:6][C:7](B(O)O)=[CH:8][CH:9]=2)[CH:4]=[CH:3][N:2]=1.Br[C:15]1[S:16][C:17]([S:20][CH3:21])=[N:18][N:19]=1.C(=O)([O-])[O-].[Na+].[Na+]. (4) Given the product [O:31]=[S:32]1(=[O:34])[CH2:6][CH2:5][C:4](=[O:7])[CH2:3][CH2:2]1, predict the reactants needed to synthesize it. The reactants are: S1[CH2:6][CH2:5][C:4](=[O:7])[CH2:3][CH2:2]1.C(N(CC([O-])=O)CC(O)=O)CN(CC([O-])=O)CC(O)=O.[Na+].[Na+].O[O:31][S:32]([O-:34])=O.[K+].C(=O)(O)[O-].[Na+]. (5) Given the product [ClH:28].[Cl:28][C:25]1[CH:26]=[CH:27][C:22]([O:21][C:18]2[CH:19]=[CH:20][C:15]([O:14][CH2:13][C@H:9]3[CH2:10][CH2:11][CH2:12][N:8]3[CH2:7][C:6]([OH:29])=[O:5])=[CH:16][CH:17]=2)=[CH:23][CH:24]=1, predict the reactants needed to synthesize it. The reactants are: C([O:5][C:6](=[O:29])[CH2:7][N:8]1[CH2:12][CH2:11][CH2:10][C@@H:9]1[CH2:13][O:14][C:15]1[CH:20]=[CH:19][C:18]([O:21][C:22]2[CH:27]=[CH:26][C:25]([Cl:28])=[CH:24][CH:23]=2)=[CH:17][CH:16]=1)(C)(C)C.Cl.O1CCOCC1. (6) Given the product [Cl:21][C:18]1[CH:17]=[N:16][C:15]([N:12]2[CH2:13][CH2:14][CH:9]([CH:7]3[CH2:8][CH:6]3[CH2:5][CH2:4][NH2:1])[CH2:10][CH2:11]2)=[N:20][CH:19]=1, predict the reactants needed to synthesize it. The reactants are: [N:1]([CH2:4][CH2:5][CH:6]1[CH2:8][CH:7]1[CH:9]1[CH2:14][CH2:13][N:12]([C:15]2[N:20]=[CH:19][C:18]([Cl:21])=[CH:17][N:16]=2)[CH2:11][CH2:10]1)=[N+]=[N-].C1C=CC(P(C2C=CC=CC=2)C2C=CC=CC=2)=CC=1.O. (7) Given the product [NH2:35][C:10]1[CH:11]=[C:12]([C@@H:15]([OH:34])[CH2:16][NH:17][C:18]([CH3:32])([CH3:33])[CH2:19][CH2:20][N:21]2[CH:25]=[C:24]([C:26]3[CH:31]=[CH:30][CH:29]=[CH:28][CH:27]=3)[N:23]=[CH:22]2)[CH:13]=[CH:14][C:9]=1[O:8][CH2:1][C:2]1[CH:3]=[CH:4][CH:5]=[CH:6][CH:7]=1, predict the reactants needed to synthesize it. The reactants are: [CH2:1]([O:8][C:9]1[CH:14]=[CH:13][C:12]([C@@H:15]([OH:34])[CH2:16][NH:17][C:18]([CH3:33])([CH3:32])[CH2:19][CH2:20][N:21]2[CH:25]=[C:24]([C:26]3[CH:31]=[CH:30][CH:29]=[CH:28][CH:27]=3)[N:23]=[CH:22]2)=[CH:11][C:10]=1[N+:35]([O-])=O)[C:2]1[CH:7]=[CH:6][CH:5]=[CH:4][CH:3]=1.[H][H]. (8) Given the product [F:1][C:2]1[CH:7]=[CH:6][C:5]([CH2:8][C:9]2[CH:18]=[C:17]3[C:12]([C:13]([OH:26])=[C:14]([C:21]([NH:36][CH2:35][C:32]4[CH:33]=[N:34][C:29]([O:28][CH3:27])=[CH:30][CH:31]=4)=[O:22])[C:15](=[O:20])[N:16]3[CH3:19])=[N:11][CH:10]=2)=[CH:4][CH:3]=1, predict the reactants needed to synthesize it. The reactants are: [F:1][C:2]1[CH:7]=[CH:6][C:5]([CH2:8][C:9]2[CH:18]=[C:17]3[C:12]([C:13]([OH:26])=[C:14]([C:21](OCC)=[O:22])[C:15](=[O:20])[N:16]3[CH3:19])=[N:11][CH:10]=2)=[CH:4][CH:3]=1.[CH3:27][O:28][C:29]1[N:34]=[CH:33][C:32]([CH2:35][NH2:36])=[CH:31][CH:30]=1.[CH3:27][O:28][C:29]1[N:34]=[CH:33][C:32]([CH2:35][NH2:36])=[CH:31][CH:30]=1. (9) The reactants are: [CH:1](=O)[C:2]1[CH:7]=[CH:6][CH:5]=[CH:4][CH:3]=1.S([O-])([O-])(=O)=O.[Na+].[Na+].[NH2:16][C:17]1[CH:25]=[CH:24][CH:23]=[C:22]2[C:18]=1[CH2:19][O:20][C:21]2=[O:26]. Given the product [CH:1](=[N:16]/[C:17]1[CH:25]=[CH:24][CH:23]=[C:22]2[C:18]=1[CH2:19][O:20][C:21]2=[O:26])\[C:2]1[CH:7]=[CH:6][CH:5]=[CH:4][CH:3]=1, predict the reactants needed to synthesize it. (10) Given the product [CH3:33][N:25]1[C:26]2[C:31](=[C:30]([CH3:32])[CH:29]=[CH:28][CH:27]=2)[C:23]([CH2:22][N:11]2[C:12]3[C:17](=[CH:16][CH:15]=[C:14]([O:20][CH3:21])[CH:13]=3)[C:18](=[O:19])[N:9]([C@@H:4]([CH2:5][CH2:6][CH2:7][CH3:8])[C:3]([OH:35])=[O:2])[C:10]2=[O:34])=[CH:24]1, predict the reactants needed to synthesize it. The reactants are: C[O:2][C:3](=[O:35])[C@@H:4]([N:9]1[C:18](=[O:19])[C:17]2[C:12](=[CH:13][C:14]([O:20][CH3:21])=[CH:15][CH:16]=2)[N:11]([CH2:22][C:23]2[C:31]3[C:26](=[CH:27][CH:28]=[CH:29][C:30]=3[CH3:32])[N:25]([CH3:33])[CH:24]=2)[C:10]1=[O:34])[CH2:5][CH2:6][CH2:7][CH3:8].